Predict the reaction yield, written as a fraction of the theoretical maximum amount of product (1.0 means a 100% yield; for example, 0.34 means a 34% yield). From a dataset of Reaction yield outcomes from USPTO patents with 853,638 reactions. The reactants are C(O[C:6](=O)[N:7]([C@H:9]1[C@H:13]([C:14]2[CH:19]=[CH:18][C:17]([Cl:20])=[C:16]([Cl:21])[CH:15]=2)[CH2:12][N:11]([C:22](=[O:31])[C:23]2[CH:28]=[CH:27][C:26]([C:29]#[N:30])=[CH:25][CH:24]=2)[CH2:10]1)C)(C)(C)C.C(O)(C(F)(F)F)=O. The catalyst is C(Cl)Cl. The product is [Cl:21][C:16]1[CH:15]=[C:14]([C@H:13]2[C@H:9]([NH:7][CH3:6])[CH2:10][N:11]([C:22]([C:23]3[CH:24]=[CH:25][C:26]([C:29]#[N:30])=[CH:27][CH:28]=3)=[O:31])[CH2:12]2)[CH:19]=[CH:18][C:17]=1[Cl:20]. The yield is 0.850.